Predict the reaction yield, written as a fraction of the theoretical maximum amount of product (1.0 means a 100% yield; for example, 0.34 means a 34% yield). From a dataset of Reaction yield outcomes from USPTO patents with 853,638 reactions. The reactants are [N+:1]([C:4]1[CH:11]=[CH:10][C:7]([CH:8]=[O:9])=[CH:6][CH:5]=1)([O-:3])=[O:2].[CH2:12](O)[CH2:13][OH:14].C1(C)C=CC(S(O)(=O)=O)=CC=1. The catalyst is C1(C)C=CC=CC=1. The product is [N+:1]([C:4]1[CH:5]=[CH:6][C:7]([CH:8]2[O:14][CH2:13][CH2:12][O:9]2)=[CH:10][CH:11]=1)([O-:3])=[O:2]. The yield is 0.920.